From a dataset of Peptide-MHC class I binding affinity with 185,985 pairs from IEDB/IMGT. Regression. Given a peptide amino acid sequence and an MHC pseudo amino acid sequence, predict their binding affinity value. This is MHC class I binding data. (1) The peptide sequence is LADVCNWTY. The MHC is HLA-B08:02 with pseudo-sequence HLA-B08:02. The binding affinity (normalized) is 0.0847. (2) The peptide sequence is FLSHHFTLV. The MHC is HLA-A02:03 with pseudo-sequence HLA-A02:03. The binding affinity (normalized) is 0.914. (3) The peptide sequence is NETTQALQL. The MHC is HLA-B51:01 with pseudo-sequence HLA-B51:01. The binding affinity (normalized) is 0.0847. (4) The peptide sequence is KEQHKRNYV. The MHC is Mamu-A11 with pseudo-sequence Mamu-A11. The binding affinity (normalized) is 0.430. (5) The peptide sequence is ILGVFRRPF. The MHC is HLA-B07:02 with pseudo-sequence HLA-B07:02. The binding affinity (normalized) is 0.213.